Dataset: Catalyst prediction with 721,799 reactions and 888 catalyst types from USPTO. Task: Predict which catalyst facilitates the given reaction. Reactant: [H-].[H-].[H-].[H-].[Li+].[Al+3].C1COCC1.[F:12][C:13]1[CH:18]=[C:17]([C:19]([F:22])([F:21])[F:20])[CH:16]=[CH:15][C:14]=1[C:23]1[S:24][C:25]([C:29](OCC)=[O:30])=[C:26]([CH3:28])[N:27]=1. Product: [F:12][C:13]1[CH:18]=[C:17]([C:19]([F:20])([F:21])[F:22])[CH:16]=[CH:15][C:14]=1[C:23]1[S:24][C:25]([CH2:29][OH:30])=[C:26]([CH3:28])[N:27]=1. The catalyst class is: 1.